The task is: Predict the reaction yield, written as a fraction of the theoretical maximum amount of product (1.0 means a 100% yield; for example, 0.34 means a 34% yield).. This data is from Reaction yield outcomes from USPTO patents with 853,638 reactions. The catalyst is CN(C)C1C=CN=CC=1.C(Cl)Cl. The yield is 0.985. The product is [Br:1][C:2]1[CH:7]=[CH:6][C:5]([O:8][Si:17]([C:20]([CH3:23])([CH3:22])[CH3:21])([CH3:19])[CH3:18])=[CH:4][C:3]=1[CH3:9]. The reactants are [Br:1][C:2]1[CH:7]=[CH:6][C:5]([OH:8])=[CH:4][C:3]=1[CH3:9].C(N(CC)CC)C.[Si:17](Cl)([C:20]([CH3:23])([CH3:22])[CH3:21])([CH3:19])[CH3:18].